This data is from Reaction yield outcomes from USPTO patents with 853,638 reactions. The task is: Predict the reaction yield, written as a fraction of the theoretical maximum amount of product (1.0 means a 100% yield; for example, 0.34 means a 34% yield). (1) The yield is 0.930. The reactants are Br[C:2]1[CH:7]=[C:6]([Br:8])[N:5]=[C:4]([C:9]#[N:10])[C:3]=1[OH:11].[CH3:12][CH2:13][O-:14].[Na+].CCO.Cl. The product is [Br:8][C:6]1[N:5]=[C:4]([C:9]#[N:10])[C:3]([OH:11])=[C:2]([O:14][CH2:13][CH3:12])[CH:7]=1. The catalyst is CS(C)=O. (2) The reactants are [N:1]1([C:6]2[CH:11]=[CH:10][C:9]([C:12]3[N:17]=[C:16]4[N:18]([CH2:22]C5CCOCC5)[C:19](=[O:21])[NH:20][C:15]4=[N:14][CH:13]=3)=[CH:8][CH:7]=2)[CH:5]=[CH:4][CH:3]=[N:2]1.C[Sn](C)(C)C1C=CC(N2C=CC=N2)=CC=1.BrC1N=C2N([CH2:55][CH:56]3[CH2:61][CH2:60][O:59][CH2:58][CH2:57]3)C(=O)NC2=NC=1. The catalyst is CN(C=O)C. The product is [N:1]1([C:6]2[CH:7]=[CH:8][C:9]([C:12]3[N:17]=[C:16]4[N:18]([CH2:22][CH2:55][CH:56]5[CH2:61][CH2:60][O:59][CH2:58][CH2:57]5)[C:19](=[O:21])[NH:20][C:15]4=[N:14][CH:13]=3)=[CH:10][CH:11]=2)[CH:5]=[CH:4][CH:3]=[N:2]1. The yield is 0.0400.